The task is: Predict the reaction yield, written as a fraction of the theoretical maximum amount of product (1.0 means a 100% yield; for example, 0.34 means a 34% yield).. This data is from Reaction yield outcomes from USPTO patents with 853,638 reactions. (1) The reactants are B(Br)(Br)Br.[CH2:5]([N:12]1[CH2:16][CH:15]2[C:17](=[O:28])[CH:18]=[C:19]([C:20]3[CH:25]=[CH:24][C:23]([O:26]C)=[CH:22][CH:21]=3)[CH:14]2[CH2:13]1)[C:6]1[CH:11]=[CH:10][CH:9]=[CH:8][CH:7]=1. The catalyst is C(Cl)Cl. The product is [CH2:5]([N:12]1[CH2:16][CH:15]2[C:17](=[O:28])[CH:18]=[C:19]([C:20]3[CH:21]=[CH:22][C:23]([OH:26])=[CH:24][CH:25]=3)[CH:14]2[CH2:13]1)[C:6]1[CH:7]=[CH:8][CH:9]=[CH:10][CH:11]=1. The yield is 0.120. (2) The reactants are [Si:1]([C:8]1C(C)=[C:16]2[C:10](=[CH:11][CH:12]=[CH:13][CH:14]=[CH:15]2)[C:9]=1[CH3:19])([C:4]([CH3:7])([CH3:6])[CH3:5])([CH3:3])[CH3:2].ClC1C(=O)C(C#N)=C(C#N)C(=[O:28])C=1Cl.S([O-])([O-])(=O)=S.[Na+].[Na+].C[C:42]([CH3:44])=[O:43]. No catalyst specified. The product is [Si:1]([C:8]1[C:44]([CH:42]=[O:43])=[C:16]2[C:10](=[CH:11][CH:12]=[CH:13][CH:14]=[CH:15]2)[C:9]=1[CH:19]=[O:28])([C:4]([CH3:7])([CH3:6])[CH3:5])([CH3:3])[CH3:2]. The yield is 0.890. (3) The reactants are C([O:3][C:4](=[O:28])[C:5]1[CH:10]=[CH:9][C:8]([CH:11]([NH:16][C:17]2[CH:18]=[N:19][C:20]3[C:25]([CH:26]=2)=[CH:24][CH:23]=[C:22](C)[CH:21]=3)[CH2:12][CH:13]([CH3:15])[CH3:14])=[CH:7][CH:6]=1)C.[OH-].[Na+].[CH2:31]1COCC1.CO. No catalyst specified. The product is [CH3:15][CH:13]([CH3:14])[CH2:12][CH:11]([C:8]1[CH:9]=[CH:10][C:5]([C:4]([OH:3])=[O:28])=[CH:6][CH:7]=1)[NH:16][C:17]1[CH:18]=[N:19][C:20]2[C:25]([CH:26]=1)=[CH:24][CH:23]=[CH:22][C:21]=2[CH3:31]. The yield is -1.00. (4) The reactants are [CH3:1][O:2][C:3]1[CH:4]=[C:5]([C:11]2[CH:18]=[CH:17][C:14]([C:15]#[N:16])=[C:13]([NH:19][CH:20]3[CH2:25][CH2:24][CH:23]([OH:26])[CH2:22][CH2:21]3)[CH:12]=2)[CH:6]=[CH:7][C:8]=1[O:9][CH3:10].C([OH:29])C.OO.[OH-].[Na+]. The catalyst is CS(C)=O. The product is [CH3:1][O:2][C:3]1[CH:4]=[C:5]([C:11]2[CH:18]=[CH:17][C:14]([C:15]([NH2:16])=[O:29])=[C:13]([NH:19][CH:20]3[CH2:25][CH2:24][CH:23]([OH:26])[CH2:22][CH2:21]3)[CH:12]=2)[CH:6]=[CH:7][C:8]=1[O:9][CH3:10]. The yield is 0.990. (5) The reactants are [NH:1]1[C:9]2[C:4](=[CH:5][CH:6]=[CH:7][CH:8]=2)[CH:3]=[N:2]1.I[C:11]1[CH:12]=[C:13]([CH3:18])[CH:14]=[C:15]([CH3:17])[CH:16]=1. No catalyst specified. The product is [CH3:18][C:13]1[CH:12]=[C:11]([N:1]2[C:9]3[C:4](=[CH:5][CH:6]=[CH:7][CH:8]=3)[CH:3]=[N:2]2)[CH:16]=[C:15]([CH3:17])[CH:14]=1. The yield is 0.960. (6) The reactants are Br[C:2]1[C:3]([NH:9][C:10]2[CH:15]=[CH:14][CH:13]=[CH:12][CH:11]=2)=[N:4][CH:5]=[C:6]([CH3:8])[CH:7]=1.C1CCN2C(=NCCC2)CC1.O. The catalyst is CN(C)C(=O)C.C([O-])(=O)C.[Pd+2].C([O-])(=O)C.C1(P(C2CCCCC2)C2C=CC=CC=2C2C=CC=CC=2)CCCCC1. The product is [CH3:8][C:6]1[CH:5]=[N:4][C:3]2[NH:9][C:10]3[C:15]([C:2]=2[CH:7]=1)=[CH:14][CH:13]=[CH:12][CH:11]=3. The yield is 1.00.